From a dataset of Forward reaction prediction with 1.9M reactions from USPTO patents (1976-2016). Predict the product of the given reaction. (1) The product is: [OH:38][C@H:25]([C:26]1[CH:31]=[CH:30][C:29]([OH:32])=[C:28]([NH:33][S:34]([CH3:37])(=[O:35])=[O:36])[CH:27]=1)[CH2:24][NH:23][CH:20]1[CH2:21][CH2:22][N:17]([C:14]2[CH:15]=[CH:16][C:11]([C:10]([NH:9][C@@H:5]([CH:6]([CH3:8])[CH3:7])[C:4]([OH:40])=[O:3])=[O:39])=[CH:12][CH:13]=2)[CH2:18][CH2:19]1. Given the reactants C([O:3][C:4](=[O:40])[C@@H:5]([NH:9][C:10](=[O:39])[C:11]1[CH:16]=[CH:15][C:14]([N:17]2[CH2:22][CH2:21][CH:20]([NH:23][CH2:24][C@H:25]([OH:38])[C:26]3[CH:31]=[CH:30][C:29]([OH:32])=[C:28]([NH:33][S:34]([CH3:37])(=[O:36])=[O:35])[CH:27]=3)[CH2:19][CH2:18]2)=[CH:13][CH:12]=1)[CH:6]([CH3:8])[CH3:7])C.[OH-].[Na+], predict the reaction product. (2) Given the reactants Cl[C:2]1[C:7]2=[C:8]([CH3:21])[N:9]([C:12]3[CH:17]=[CH:16][C:15]([O:18][CH2:19][CH3:20])=[CH:14][CH:13]=3)[C:10]([CH3:11])=[C:6]2[C:5]([CH3:22])=[N:4][N:3]=1.[CH3:23][NH2:24].CCO, predict the reaction product. The product is: [CH2:19]([O:18][C:15]1[CH:16]=[CH:17][C:12]([N:9]2[C:10]([CH3:11])=[C:6]3[C:7]([C:2]([NH:24][CH3:23])=[N:3][N:4]=[C:5]3[CH3:22])=[C:8]2[CH3:21])=[CH:13][CH:14]=1)[CH3:20]. (3) Given the reactants [Cl:1][C:2]1[CH:3]=[C:4]([C:8]2[O:9][N:10]=[C:11]3[CH:16]=[CH:15][C:14]([C:17]([C:19]4[CH:24]=[CH:23][C:22]([F:25])=[CH:21][CH:20]=4)=[O:18])=[CH:13][C:12]=23)[CH:5]=[CH:6][CH:7]=1, predict the reaction product. The product is: [Cl:1][C:2]1[CH:3]=[C:4]([C:8]2[O:9][N:10]=[C:11]3[CH:16]=[CH:15][C:14]([CH:17]([C:19]4[CH:20]=[CH:21][C:22]([F:25])=[CH:23][CH:24]=4)[OH:18])=[CH:13][C:12]=23)[CH:5]=[CH:6][CH:7]=1. (4) Given the reactants [CH3:1][O:2][C:3]([C:5]1[N:9]=[CH:8][NH:7][N:6]=1)=[O:4].[C:10]1([C:16](Cl)([C:23]2[CH:28]=[CH:27][CH:26]=[CH:25][CH:24]=2)[C:17]2[CH:22]=[CH:21][CH:20]=[CH:19][CH:18]=2)[CH:15]=[CH:14][CH:13]=[CH:12][CH:11]=1.C(N(CC)CC)C, predict the reaction product. The product is: [CH3:1][O:2][C:3]([C:5]1[N:9]=[CH:8][N:7]([C:16]([C:10]2[CH:15]=[CH:14][CH:13]=[CH:12][CH:11]=2)([C:23]2[CH:24]=[CH:25][CH:26]=[CH:27][CH:28]=2)[C:17]2[CH:18]=[CH:19][CH:20]=[CH:21][CH:22]=2)[N:6]=1)=[O:4]. (5) Given the reactants [Br:1][C:2]1[CH:10]=[C:9]2[C:5]([CH2:6][C:7](=[O:11])[NH:8]2)=[CH:4][CH:3]=1.[NH:12]1[CH:16]=[CH:15][CH:14]=[C:13]1[CH:17]=O.N1CCCCC1, predict the reaction product. The product is: [Br:1][C:2]1[CH:10]=[C:9]2[C:5](/[C:6](=[CH:17]/[C:13]3[NH:12][CH:16]=[CH:15][CH:14]=3)/[C:7](=[O:11])[NH:8]2)=[CH:4][CH:3]=1. (6) Given the reactants [CH3:1][N:2]([CH3:15])[CH2:3][CH2:4][O:5][C:6]1[CH:7]=[C:8]([CH:12]=[CH:13][CH:14]=1)[N:9]([CH3:11])[CH3:10].CN(CCN(C)C)C.[Li]CCCC.CN([CH:32]=[O:33])C, predict the reaction product. The product is: [CH3:11][N:9]([CH3:10])[C:8]1[CH:12]=[CH:13][CH:14]=[C:6]([O:5][CH2:4][CH2:3][N:2]([CH3:15])[CH3:1])[C:7]=1[CH:32]=[O:33]. (7) Given the reactants [CH3:1][C:2]1[NH:3][CH:4]=[C:5]([CH:7]=O)[N:6]=1.[NH2:9][CH2:10][C:11]1[CH:38]=[CH:37][C:14]([CH2:15][N:16]([CH2:27][C:28]2[NH:32][C:31]3[CH:33]=[CH:34][CH:35]=[CH:36][C:30]=3[N:29]=2)[CH:17]2[C:26]3[N:25]=[CH:24][CH:23]=[CH:22][C:21]=3[CH2:20][CH2:19][CH2:18]2)=[CH:13][CH:12]=1.[BH4-].[Na+], predict the reaction product. The product is: [NH:32]1[C:31]2[CH:33]=[CH:34][CH:35]=[CH:36][C:30]=2[N:29]=[C:28]1[CH2:27][N:16]([CH2:15][C:14]1[CH:13]=[CH:12][C:11]([CH2:10][NH:9][CH2:7][C:5]2[N:6]=[C:2]([CH3:1])[NH:3][CH:4]=2)=[CH:38][CH:37]=1)[CH:17]1[C:26]2[N:25]=[CH:24][CH:23]=[CH:22][C:21]=2[CH2:20][CH2:19][CH2:18]1.